This data is from Full USPTO retrosynthesis dataset with 1.9M reactions from patents (1976-2016). The task is: Predict the reactants needed to synthesize the given product. (1) The reactants are: C(N[C@@H](C1C=CC=CC=1)C)C1C=CC=CC=1.[Cl:17][C:18]1[CH:19]=[CH:20][C:21]2[N:27]3[C:28]([C:31]([F:34])([F:33])[F:32])=[N:29][N:30]=[C:26]3[C@@H:25]([CH2:35][C:36]([OH:38])=[O:37])[O:24][C@H:23]([C:39]3[CH:44]=[CH:43][CH:42]=[C:41]([O:45][CH3:46])[C:40]=3[Cl:47])[C:22]=2[CH:48]=1.O. Given the product [Cl:17][C:18]1[CH:19]=[CH:20][C:21]2[N:27]3[C:28]([C:31]([F:34])([F:33])[F:32])=[N:29][N:30]=[C:26]3[C@@H:25]([CH2:35][C:36]([OH:38])=[O:37])[O:24][C@H:23]([C:39]3[CH:44]=[CH:43][CH:42]=[C:41]([O:45][CH3:46])[C:40]=3[Cl:47])[C:22]=2[CH:48]=1, predict the reactants needed to synthesize it. (2) Given the product [CH:28]([O:11][C:10]([C:7]1([C:4]2[CH:5]=[CH:6][C:1]([C:13]3[CH:14]=[CH:15][CH:16]=[CH:17][CH:18]=3)=[CH:2][CH:3]=2)[CH2:9][CH2:8]1)=[O:12])([CH3:30])[CH3:29], predict the reactants needed to synthesize it. The reactants are: [C:1]1([C:13]2[CH:18]=[CH:17][CH:16]=[CH:15][CH:14]=2)[CH:6]=[CH:5][C:4]([C:7]2([C:10]([OH:12])=[O:11])[CH2:9][CH2:8]2)=[CH:3][CH:2]=1.S(Cl)(Cl)=O.S(=O)(=O)(O)O.[CH:28](O)([CH3:30])[CH3:29]. (3) Given the product [F:10][C:8]1[CH:9]=[C:2]2[C:3]([CH:4]=[C:14]([C:15]([O:17][CH2:18][CH3:19])=[O:16])[CH:13]([C:12]([F:11])([F:21])[F:20])[O:1]2)=[CH:6][CH:7]=1, predict the reactants needed to synthesize it. The reactants are: [OH:1][C:2]1[CH:9]=[C:8]([F:10])[CH:7]=[CH:6][C:3]=1[CH:4]=O.[F:11][C:12]([F:21])([F:20])/[CH:13]=[CH:14]/[C:15]([O:17][CH2:18][CH3:19])=[O:16].C(=O)([O-])[O-].[K+].[K+].C(OCC)(=O)C.